Dataset: Forward reaction prediction with 1.9M reactions from USPTO patents (1976-2016). Task: Predict the product of the given reaction. (1) Given the reactants [C:1]([O:5][C:6]([N:8]1[CH:15]2[CH:11]([C:12]([C:16]#[C:17][Si](C)(C)C)=[N:13][O:14]2)[CH2:10][CH2:9]1)=[O:7])([CH3:4])([CH3:3])[CH3:2].[F-].C([N+:27]([CH2:36][CH2:37][CH2:38][CH3:39])([CH2:32][CH2:33]CC)CCCC)CCC.C([O-])(=O)C.[Na+].O, predict the reaction product. The product is: [C:1]([O:5][C:6]([N:8]1[CH:15]2[CH:11]([C:12]([C:16]#[C:17][C:36]3[CH:37]=[CH:38][CH:39]=[C:32]([CH3:33])[N:27]=3)=[N:13][O:14]2)[CH2:10][CH2:9]1)=[O:7])([CH3:4])([CH3:3])[CH3:2]. (2) The product is: [C:29]([O:28][CH:21]([CH2:22][N:23]1[CH2:24][CH2:25][CH2:26][CH2:27]1)[CH2:20][O:19][CH2:1][CH2:2][CH2:3][CH2:4][CH2:5][CH2:6][CH2:7][CH2:8]/[CH:9]=[CH:10]\[CH2:11]/[CH:12]=[CH:13]\[CH2:14][CH2:15][CH2:16][CH2:17][CH3:18])(=[O:47])[CH2:30][CH2:31][CH2:32][CH2:33][CH2:34][CH2:35][CH2:36]/[CH:37]=[CH:38]\[CH2:39]/[CH:40]=[CH:41]\[CH2:42][CH2:43][CH2:44][CH2:45][CH3:46]. Given the reactants [CH2:1]([O:19][CH2:20][CH:21]([OH:28])[CH2:22][N:23]1[CH2:27][CH2:26][CH2:25][CH2:24]1)[CH2:2][CH2:3][CH2:4][CH2:5][CH2:6][CH2:7][CH2:8]/[CH:9]=[CH:10]\[CH2:11]/[CH:12]=[CH:13]\[CH2:14][CH2:15][CH2:16][CH2:17][CH3:18].[C:29](O)(=[O:47])[CH2:30][CH2:31][CH2:32][CH2:33][CH2:34][CH2:35][CH2:36]/[CH:37]=[CH:38]\[CH2:39]/[CH:40]=[CH:41]\[CH2:42][CH2:43][CH2:44][CH2:45][CH3:46].Cl.C(N=C=NCCCN(C)C)C, predict the reaction product. (3) Given the reactants [Cl:1][C:2]1[CH:3]=[C:4]([C:9]2[N:13]([C:14]3[CH:19]=[CH:18][N:17]=[C:16]([Cl:20])[CH:15]=3)[N:12]=[C:11]([C:21](O)=[O:22])[CH:10]=2)[CH:5]=[C:6]([F:8])[CH:7]=1.ClC1C=C(C2N(C3C=NC=CC=3)N=C(C([N:45]3[CH2:50][CH2:49][NH:48][C:47](=[O:51])[CH2:46]3)=O)C=2)C=C(F)C=1.O=C1CNCCN1, predict the reaction product. The product is: [Cl:1][C:2]1[CH:3]=[C:4]([C:9]2[N:13]([C:14]3[CH:19]=[CH:18][N:17]=[C:16]([Cl:20])[CH:15]=3)[N:12]=[C:11]([C:21]([N:45]3[CH2:50][CH2:49][NH:48][C:47](=[O:51])[CH2:46]3)=[O:22])[CH:10]=2)[CH:5]=[C:6]([F:8])[CH:7]=1. (4) Given the reactants C([O:4][CH2:5][C:6](=[O:37])[NH:7][C:8]1[N:9]=[C:10]2[CH:15]=[CH:14][C:13]([O:16][C:17]3[CH:22]=[CH:21][CH:20]=[C:19]([NH:23][C:24](=[O:35])[C:25]4[CH:30]=[CH:29][CH:28]=[C:27]([C:31]([F:34])([F:33])[F:32])[CH:26]=4)[CH:18]=3)=[N:12][N:11]2[CH:36]=1)(=O)C.[OH-].[Na+].Cl, predict the reaction product. The product is: [C:6]([NH:7][C:8]1[N:9]=[C:10]2[CH:15]=[CH:14][C:13]([O:16][C:17]3[CH:18]=[C:19]([NH:23][C:24](=[O:35])[C:25]4[CH:30]=[CH:29][CH:28]=[C:27]([C:31]([F:32])([F:33])[F:34])[CH:26]=4)[CH:20]=[CH:21][CH:22]=3)=[N:12][N:11]2[CH:36]=1)(=[O:37])[CH2:5][OH:4]. (5) Given the reactants [N:1]1[C:10]2[C:5](=[CH:6][CH:7]=[CH:8][CH:9]=2)[CH:4]=[CH:3][C:2]=1[CH2:11][O:12][C:13]1[CH:18]=[CH:17][C:16]([CH2:19][C:20]([O:22]CC)=[O:21])=[CH:15][CH:14]=1.CO.C1COCC1.O[Li].O, predict the reaction product. The product is: [N:1]1[C:10]2[C:5](=[CH:6][CH:7]=[CH:8][CH:9]=2)[CH:4]=[CH:3][C:2]=1[CH2:11][O:12][C:13]1[CH:14]=[CH:15][C:16]([CH2:19][C:20]([OH:22])=[O:21])=[CH:17][CH:18]=1. (6) Given the reactants Br[C:2]1[N:3]=[C:4]([CH:24]2[CH2:29][CH2:28][CH2:27][CH2:26][CH2:25]2)[N:5]2[C:10]3[CH:11]=[CH:12][N:13](S(C4C=CC(C)=CC=4)(=O)=O)[C:9]=3[N:8]=[CH:7][C:6]=12.[CH3:30][S:31]([C:34]1[CH:39]=[CH:38][C:37](B(O)O)=[CH:36][CH:35]=1)(=[O:33])=[O:32].C(=O)([O-])[O-].[Cs+].[Cs+].[OH-].[Na+].[NH4+].[Cl-], predict the reaction product. The product is: [CH:24]1([C:4]2[N:5]3[C:10]4[CH:11]=[CH:12][NH:13][C:9]=4[N:8]=[CH:7][C:6]3=[C:2]([C:37]3[CH:38]=[CH:39][C:34]([S:31]([CH3:30])(=[O:33])=[O:32])=[CH:35][CH:36]=3)[N:3]=2)[CH2:29][CH2:28][CH2:27][CH2:26][CH2:25]1. (7) Given the reactants [O:1]=[C:2]1[C:11]2[C:6](=[CH:7][CH:8]=[CH:9][CH:10]=2)[NH:5][CH:4]=[C:3]1[C:12]([NH:14][C:15]1[CH:23]=[C:22]2[C:18]([CH:19]=[CH:20][NH:21]2)=[CH:17][C:16]=1[C:24](O)=[O:25])=[O:13].[NH:27]1[CH2:32][CH2:31][CH2:30][CH2:29][CH2:28]1, predict the reaction product. The product is: [O:1]=[C:2]1[C:11]2[C:6](=[CH:7][CH:8]=[CH:9][CH:10]=2)[NH:5][CH:4]=[C:3]1[C:12]([NH:14][C:15]1[CH:23]=[C:22]2[C:18]([CH:19]=[CH:20][NH:21]2)=[CH:17][C:16]=1[C:24]([N:27]1[CH2:32][CH2:31][CH2:30][CH2:29][CH2:28]1)=[O:25])=[O:13]. (8) Given the reactants CO[CH:3](OC)[N:4]([CH3:6])[CH3:5].[O:9]=[C:10]1[C:15]([C:16]([NH2:18])=[O:17])=[CH:14][CH:13]=[C:12]([C:19]([F:22])([F:21])[F:20])[NH:11]1, predict the reaction product. The product is: [CH3:3][N:4]([CH:6]=[N:18][C:16]([C:15]1[C:10](=[O:9])[NH:11][C:12]([C:19]([F:20])([F:22])[F:21])=[CH:13][CH:14]=1)=[O:17])[CH3:5].